From a dataset of Reaction yield outcomes from USPTO patents with 853,638 reactions. Predict the reaction yield, written as a fraction of the theoretical maximum amount of product (1.0 means a 100% yield; for example, 0.34 means a 34% yield). (1) The reactants are [CH:1](=O)[C:2]1[CH:12]=[C:9]([O:10][CH3:11])[C:7]([OH:8])=[C:4]([O:5][CH3:6])[CH:3]=1.[NH2:14][CH2:15][CH2:16][SH:17].Cl.C([O-])(=O)C.[Na+]. The catalyst is O.C(O)C. The product is [CH3:11][O:10][C:9]1[CH:12]=[C:2]([CH:1]2[NH:14][CH2:15][CH2:16][S:17]2)[CH:3]=[C:4]([O:5][CH3:6])[C:7]=1[OH:8]. The yield is 0.444. (2) No catalyst specified. The product is [CH2:2]([N:1]1[C:11]2[C:6](=[CH:7][CH:8]=[CH:9][CH:10]=2)/[C:4](=[N:21]/[NH:20][C:18](=[O:19])[CH2:12][CH2:13][CH2:14][CH2:15][CH3:16])/[C:2]1=[O:3])[CH2:4][CH2:6][CH2:7][CH2:8][CH3:9]. The reactants are [NH:1]1[C:11]2[C:6](=[CH:7][CH:8]=[CH:9][CH:10]=2)[C:4](=O)[C:2]1=[O:3].[CH2:12]([C:18]([NH:20][NH2:21])=[O:19])[CH2:13][CH2:14][CH2:15][CH2:16]C. The yield is 0.320. (3) The reactants are [CH3:1][C:2]([CH3:7])([CH3:6])[C:3]([NH2:5])=[O:4].C(Cl)(=O)[C:9](Cl)=[O:10].[NH2:14][C:15]1[N:20]=[CH:19][C:18]([O:21][C:22]2[CH:27]=[CH:26][N:25]=[C:24]([NH:28][C:29](=[O:35])[O:30][C:31]([CH3:34])([CH3:33])[CH3:32])[CH:23]=2)=[CH:17][CH:16]=1.N1C=CC=CC=1. The catalyst is ClCCCl. The product is [C:3]([NH:5][C:9](=[O:10])[NH:14][C:15]1[N:20]=[CH:19][C:18]([O:21][C:22]2[CH:27]=[CH:26][N:25]=[C:24]([NH:28][C:29](=[O:35])[O:30][C:31]([CH3:32])([CH3:34])[CH3:33])[CH:23]=2)=[CH:17][CH:16]=1)(=[O:4])[C:2]([CH3:7])([CH3:6])[CH3:1]. The yield is 0.700. (4) The reactants are [OH:1][C@H:2]([CH3:6])[C:3]([NH2:5])=O.F[B-](F)(F)F.C([O+](CC)CC)C.N[C:20]1[C:21]([NH:29][CH:30]2[CH2:35][CH2:34][N:33]([C:36]([O:38][C:39]([CH3:42])([CH3:41])[CH3:40])=[O:37])[CH2:32][CH2:31]2)=[C:22]2[S:28][CH:27]=[CH:26][C:23]2=[N:24][CH:25]=1. The catalyst is O1CCCC1.C(O)C. The product is [OH:1][C@@H:2]([C:3]1[N:29]([CH:30]2[CH2:35][CH2:34][N:33]([C:36]([O:38][C:39]([CH3:42])([CH3:41])[CH3:40])=[O:37])[CH2:32][CH2:31]2)[C:21]2=[C:22]3[S:28][CH:27]=[CH:26][C:23]3=[N:24][CH:25]=[C:20]2[N:5]=1)[CH3:6]. The yield is 0.130.